This data is from Catalyst prediction with 721,799 reactions and 888 catalyst types from USPTO. The task is: Predict which catalyst facilitates the given reaction. Reactant: [CH:1]1[C:13]2[CH2:12][C:11]3[C:6](=[CH:7][CH:8]=[CH:9][CH:10]=3)[C:5]=2[CH:4]=[CH:3][CH:2]=1.[Li]CCCC.Br[CH2:20][CH2:21][CH2:22][CH2:23][CH2:24][CH2:25][CH2:26][CH2:27][CH2:28][CH2:29][CH2:30][CH2:31][CH2:32][CH2:33][CH2:34][CH2:35][CH2:36][CH3:37]. Product: [CH2:37]([CH:12]1[C:11]2[CH:10]=[CH:9][CH:8]=[CH:7][C:6]=2[C:5]2[C:13]1=[CH:1][CH:2]=[CH:3][CH:4]=2)[CH2:36][CH2:35][CH2:34][CH2:33][CH2:32][CH2:31][CH2:30][CH2:29][CH2:28][CH2:27][CH2:26][CH2:25][CH2:24][CH2:23][CH2:22][CH2:21][CH3:20]. The catalyst class is: 244.